From a dataset of Full USPTO retrosynthesis dataset with 1.9M reactions from patents (1976-2016). Predict the reactants needed to synthesize the given product. (1) Given the product [OH:16][CH:15]([C:13]1[CH:12]=[CH:11][C:10]2[O:5][CH2:6][CH2:7][O:8][C:9]=2[CH:14]=1)[CH:1]=[CH2:2], predict the reactants needed to synthesize it. The reactants are: [CH:1]([Mg]Br)=[CH2:2].[O:5]1[C:10]2[CH:11]=[CH:12][C:13]([CH:15]=[O:16])=[CH:14][C:9]=2[O:8][CH2:7][CH2:6]1.[Cl-].[NH4+]. (2) Given the product [O:17]=[C:16]1[C:15]2([CH2:18][CH2:19][NH:20][CH2:21][CH2:22]2)[N:14]([C:30]2[CH:31]=[CH:32][CH:33]=[CH:34][CH:35]=2)[CH2:13][N:12]1[CH2:11][C:10]1[CH:9]=[C:8]([CH:38]=[CH:37][CH:36]=1)[C:6]([O:5][CH2:4][C:3]([N:2]([CH3:1])[CH3:40])=[O:39])=[O:7], predict the reactants needed to synthesize it. The reactants are: [CH3:1][N:2]([CH3:40])[C:3](=[O:39])[CH2:4][O:5][C:6]([C:8]1[CH:9]=[C:10]([CH:36]=[CH:37][CH:38]=1)[CH2:11][N:12]1[C:16](=[O:17])[C:15]2([CH2:22][CH2:21][N:20](C(OC(C)(C)C)=O)[CH2:19][CH2:18]2)[N:14]([C:30]2[CH:35]=[CH:34][CH:33]=[CH:32][CH:31]=2)[CH2:13]1)=[O:7].Cl. (3) Given the product [C:1]([C:3]1[CH:4]=[CH:5][C:6]([O:12][C:13]2[CH:14]=[C:15]([Cl:20])[CH:16]=[C:17]([Cl:19])[CH:18]=2)=[C:7]([CH:8]=1)[NH2:9])#[N:2], predict the reactants needed to synthesize it. The reactants are: [C:1]([C:3]1[CH:4]=[CH:5][C:6]([O:12][C:13]2[CH:18]=[C:17]([Cl:19])[CH:16]=[C:15]([Cl:20])[CH:14]=2)=[C:7]([N+:9]([O-])=O)[CH:8]=1)#[N:2].O.O.[Sn](Cl)Cl.C([O-])(O)=O.[Na+]. (4) Given the product [Br:1][C:2]1[CH:3]=[CH:4][C:5]([C:8]2[CH2:13][CH:12]([C:14]3([OH:19])[CH2:18][CH2:17][CH2:16][CH2:15]3)[O:10][N:9]=2)=[N:6][CH:7]=1, predict the reactants needed to synthesize it. The reactants are: [Br:1][C:2]1[CH:3]=[CH:4][C:5]([C:8](Cl)=[N:9][OH:10])=[N:6][CH:7]=1.[CH:12]([C:14]1([OH:19])[CH2:18][CH2:17][CH2:16][CH2:15]1)=[CH2:13].C(N(CC)CC)C. (5) The reactants are: [NH2:1][C:2]1[CH:3]=[C:4]([NH:15][S:16]([C:19]2[CH:24]=[CH:23][CH:22]=[CH:21][CH:20]=2)(=[O:18])=[O:17])[CH:5]=[CH:6][C:7]=1[NH:8][CH2:9][CH:10]1[CH2:14][CH2:13][CH2:12][O:11]1.C(Cl)Cl.[C:28](Cl)(=O)[C:29]([CH3:32])([CH3:31])[CH3:30]. Given the product [CH3:28][C:29]([C:32]1[N:8]([CH2:9][CH:10]2[CH2:14][CH2:13][CH2:12][O:11]2)[C:7]2[CH:6]=[CH:5][C:4]([NH:15][S:16]([C:19]3[CH:24]=[CH:23][CH:22]=[CH:21][CH:20]=3)(=[O:18])=[O:17])=[CH:3][C:2]=2[N:1]=1)([CH3:31])[CH3:30], predict the reactants needed to synthesize it.